The task is: Predict which catalyst facilitates the given reaction.. This data is from Catalyst prediction with 721,799 reactions and 888 catalyst types from USPTO. Reactant: NCC1C=CC(F)=C(C2CCN(C(C3C4C(=C(F)C=CC=4OC(F)(F)F)N(CCOC)C=3)=O)CC2)C=1.[C:37]([OH:46])(=[O:45])[C@@H:38]([C@H:40]([C:42]([OH:44])=[O:43])[OH:41])[OH:39]. Product: [C:37]([OH:46])(=[O:45])[CH:38]([CH:40]([C:42]([OH:44])=[O:43])[OH:41])[OH:39]. The catalyst class is: 47.